From a dataset of Reaction yield outcomes from USPTO patents with 853,638 reactions. Predict the reaction yield, written as a fraction of the theoretical maximum amount of product (1.0 means a 100% yield; for example, 0.34 means a 34% yield). (1) The reactants are C[O:2][C:3]([C@@H:5]([NH:18][C:19](=[O:36])[O:20][CH2:21][CH2:22][N:23]1[CH2:28][CH2:27][N:26]([C:29]([O:31][C:32]([CH3:35])([CH3:34])[CH3:33])=[O:30])[CH2:25][CH2:24]1)[CH2:6][C:7]1[CH:12]=[CH:11][C:10]([O:13][C:14]([CH3:17])([CH3:16])[CH3:15])=[CH:9][CH:8]=1)=[O:4].O[Li].O. The catalyst is C1COCC1.O. The product is [C:3]([C@@H:5]([NH:18][C:19](=[O:36])[O:20][CH2:21][CH2:22][N:23]1[CH2:28][CH2:27][N:26]([C:29]([O:31][C:32]([CH3:35])([CH3:34])[CH3:33])=[O:30])[CH2:25][CH2:24]1)[CH2:6][C:7]1[CH:12]=[CH:11][C:10]([O:13][C:14]([CH3:15])([CH3:16])[CH3:17])=[CH:9][CH:8]=1)([OH:4])=[O:2]. The yield is 0.850. (2) The reactants are [C:1]1([CH2:7][CH2:8][CH2:9][CH2:10]C(O)=O)[CH:6]=[CH:5][CH:4]=[CH:3][CH:2]=1.[I:14]N1C(C)(C)C(=O)N(C)C1=O. The catalyst is C(Cl)(Cl)Cl. The product is [I:14][CH2:10][CH2:9][CH2:8][CH2:7][C:1]1[CH:6]=[CH:5][CH:4]=[CH:3][CH:2]=1. The yield is 0.900. (3) The reactants are Cl[C:2]1[N:7]=[CH:6][NH:5][C:4]2=[N:8][CH:9]=[CH:10][C:3]=12.[CH2:11]([N:18]1[CH2:23][CH2:22][CH:21]([CH3:24])[CH:20]([NH:25][CH3:26])[CH2:19]1)[C:12]1[CH:17]=[CH:16][CH:15]=[CH:14][CH:13]=1.C(N(CC)CC)C. No catalyst specified. The product is [CH2:11]([N:18]1[CH2:23][CH2:22][CH:21]([CH3:24])[CH:20]([N:25]([CH3:26])[C:2]2[C:3]3[CH:10]=[CH:9][NH:8][C:4]=3[N:5]=[CH:6][N:7]=2)[CH2:19]1)[C:12]1[CH:13]=[CH:14][CH:15]=[CH:16][CH:17]=1. The yield is 0.500. (4) The reactants are [NH2:1][C:2]1[CH:3]=[C:4]([N:8]2[C:13]3[N:14]([CH3:30])[C:15](=[O:29])[CH:16]=[C:17]([O:18][S:19]([C:22]4[CH:27]=[CH:26][C:25]([CH3:28])=[CH:24][CH:23]=4)(=[O:21])=[O:20])[C:12]=3[C:11](=[O:31])[N:10]([CH:32]3[CH2:34][CH2:33]3)[C:9]2=[O:35])[CH:5]=[CH:6][CH:7]=1.N1C=CC=CC=1.[CH3:42][S:43](Cl)(=[O:45])=[O:44]. The catalyst is C(Cl)(Cl)Cl. The product is [CH:32]1([N:10]2[C:11](=[O:31])[C:12]3[C:17]([O:18][S:19]([C:22]4[CH:27]=[CH:26][C:25]([CH3:28])=[CH:24][CH:23]=4)(=[O:21])=[O:20])=[CH:16][C:15](=[O:29])[N:14]([CH3:30])[C:13]=3[N:8]([C:4]3[CH:5]=[CH:6][CH:7]=[C:2]([NH:1][S:43]([CH3:42])(=[O:45])=[O:44])[CH:3]=3)[C:9]2=[O:35])[CH2:33][CH2:34]1. The yield is 0.950. (5) The reactants are [OH:1][CH:2]1[CH2:5][N:4]([C:6]2[S:7][CH:8]=[C:9]([C:11](=[O:31])[NH:12][C@H:13]3[CH2:17][CH2:16][N:15]([C:18]([O:20][CH2:21][C:22]4[CH:27]=[CH:26][C:25]([N+:28]([O-:30])=[O:29])=[CH:24][CH:23]=4)=[O:19])[CH2:14]3)[N:10]=2)[CH2:3]1.[CH3:32][S:33](Cl)(=[O:35])=[O:34].C(N(CC)CC)C. The catalyst is C(Cl)Cl. The product is [CH3:32][S:33]([O:1][CH:2]1[CH2:3][N:4]([C:6]2[S:7][CH:8]=[C:9]([C:11](=[O:31])[NH:12][C@H:13]3[CH2:17][CH2:16][N:15]([C:18]([O:20][CH2:21][C:22]4[CH:27]=[CH:26][C:25]([N+:28]([O-:30])=[O:29])=[CH:24][CH:23]=4)=[O:19])[CH2:14]3)[N:10]=2)[CH2:5]1)(=[O:35])=[O:34]. The yield is 0.990. (6) The reactants are [CH3:1][C:2]1[C:6]([CH2:7][N:8]2[CH:12]=[C:11]([N+:13]([O-])=O)[CH:10]=[N:9]2)=[C:5]([CH3:16])[O:4][N:3]=1.[CH3:17][C:18]([O:21][C:22](O[C:22]([O:21][C:18]([CH3:20])([CH3:19])[CH3:17])=[O:23])=[O:23])([CH3:20])[CH3:19]. The catalyst is CO.[Pd]. The product is [CH3:1][C:2]1[C:6]([CH2:7][N:8]2[CH:12]=[C:11]([NH:13][C:22](=[O:23])[O:21][C:18]([CH3:20])([CH3:19])[CH3:17])[CH:10]=[N:9]2)=[C:5]([CH3:16])[O:4][N:3]=1. The yield is 0.660.